From a dataset of Full USPTO retrosynthesis dataset with 1.9M reactions from patents (1976-2016). Predict the reactants needed to synthesize the given product. (1) Given the product [C:1]([O:5][C:6](=[O:22])[NH:7][C:8]1[CH:13]=[CH:12][C:11]([C:14]#[C:15][C:16]2[S:17][CH:18]=[CH:19][N:20]=2)=[CH:10][C:9]=1[NH:21][C:26](=[O:25])[CH2:27][C:28]([C:30]1[CH:35]=[CH:34][CH:33]=[C:32]([C:36]#[N:37])[CH:31]=1)=[O:29])([CH3:4])([CH3:2])[CH3:3], predict the reactants needed to synthesize it. The reactants are: [C:1]([O:5][C:6](=[O:22])[NH:7][C:8]1[CH:13]=[CH:12][C:11]([C:14]#[C:15][C:16]2[S:17][CH:18]=[CH:19][N:20]=2)=[CH:10][C:9]=1[NH2:21])([CH3:4])([CH3:3])[CH3:2].C([O:25][C:26](=O)[CH2:27][C:28]([C:30]1[CH:35]=[CH:34][CH:33]=[C:32]([C:36]#[N:37])[CH:31]=1)=[O:29])C. (2) Given the product [CH2:40]([O:39][C:34](=[O:38])/[CH:35]=[C:36](/[C:8]1[CH:13]=[CH:12][C:11]([C:14]2[N:19]=[CH:18][CH:17]=[CH:16][N:15]=2)=[CH:10][CH:9]=1)\[CH3:37])[CH3:41], predict the reactants needed to synthesize it. The reactants are: O1CCOCC1.Br[C:8]1[CH:13]=[CH:12][C:11]([C:14]2[N:19]=[CH:18][CH:17]=[CH:16][N:15]=2)=[CH:10][CH:9]=1.CN(C1CCCCC1)C1CCCCC1.[C:34]([O:39][CH2:40][CH3:41])(=[O:38])/[CH:35]=[CH:36]/[CH3:37]. (3) Given the product [CH3:1][O:2][C:3]1[CH:8]=[CH:7][CH:6]=[CH:5][C:4]=1[C:9]1[C:10]2[CH:17]=[C:16]([CH2:18][O:19][C:20]3[CH:21]=[CH:22][C:23]([C@@H:26]([C:33]#[C:34][CH3:35])[CH2:27][C:28]([OH:30])=[O:29])=[CH:24][CH:25]=3)[CH:15]=[CH:14][C:11]=2[S:12][CH:13]=1, predict the reactants needed to synthesize it. The reactants are: [CH3:1][O:2][C:3]1[CH:8]=[CH:7][CH:6]=[CH:5][C:4]=1[C:9]1[C:10]2[CH:17]=[C:16]([CH2:18][O:19][C:20]3[CH:25]=[CH:24][C:23]([C@@H:26]([C:33]#[C:34][CH3:35])[CH2:27][C:28]([O:30]CC)=[O:29])=[CH:22][CH:21]=3)[CH:15]=[CH:14][C:11]=2[S:12][CH:13]=1.[Li+].[OH-].Cl. (4) Given the product [F:27][C:26]([F:29])([F:28])[C:24]([OH:30])=[O:25].[Si:14]([O:13][C@@H:10]1[CH2:11][CH2:12][NH:8][C@@:9]1([CH2:22][OH:23])[CH3:21])([C:17]([CH3:20])([CH3:19])[CH3:18])([CH3:16])[CH3:15], predict the reactants needed to synthesize it. The reactants are: C(OC([N:8]1[CH2:12][CH2:11][C@@H:10]([O:13][Si:14]([C:17]([CH3:20])([CH3:19])[CH3:18])([CH3:16])[CH3:15])[C@:9]1([CH2:22][OH:23])[CH3:21])=O)(C)(C)C.[C:24]([OH:30])([C:26]([F:29])([F:28])[F:27])=[O:25].C(Cl)Cl. (5) The reactants are: [CH3:1][C:2]1(C)[CH2:7][CH2:6]CC(C)(C)N1.[Li][CH2:12]CCC.CN([CH2:19][CH2:20][N:21]([CH3:23])[CH3:22])C.[CH2:24]([O:26][C:27]1[N:36]=[C:35]2[C:30]([C:31](=[O:43])[CH:32]=[CH:33][N:34]2[C:37]2[CH:42]=[CH:41][CH:40]=[CH:39][CH:38]=2)=[C:29]([CH3:44])[CH:28]=1)[CH3:25].[NH4+].[Cl-]. Given the product [CH2:24]([O:26][C:27]1[N:36]=[C:35]2[C:30]([C:31](=[O:43])[C:32]([CH3:33])=[C:23]([N:21]([CH3:22])[C:20]3[CH:19]=[CH:6][CH:7]=[CH:2][CH:1]=3)[N:34]2[C:37]2[CH:42]=[CH:41][CH:40]=[CH:39][CH:38]=2)=[C:29]([CH2:44][CH3:12])[CH:28]=1)[CH3:25], predict the reactants needed to synthesize it. (6) Given the product [F:16][C:17]1[CH:22]=[C:21]([F:23])[C:20]([F:24])=[CH:19][C:18]=1[S:25]([O:8][C:5]1[CH:6]=[CH:7][C:2]([Cl:1])=[CH:3][CH:4]=1)(=[O:27])=[O:26], predict the reactants needed to synthesize it. The reactants are: [Cl:1][C:2]1[CH:7]=[CH:6][C:5]([OH:8])=[CH:4][CH:3]=1.C(N(CC)CC)C.[F:16][C:17]1[CH:22]=[C:21]([F:23])[C:20]([F:24])=[CH:19][C:18]=1[S:25](Cl)(=[O:27])=[O:26]. (7) Given the product [F:1][C:2]1[CH:3]=[CH:4][C:5]([N:8]2[C:12]([C:13]([N:28]([CH3:29])[CH2:27][C:51]3[CH:50]=[CH:49][N:54]=[CH:32][C:52]=3[CH3:53])=[O:15])=[CH:11][N:10]=[C:9]2[S:16][CH2:17][C:18]2[C:23]([F:24])=[CH:22][CH:21]=[C:20]([F:25])[C:19]=2[F:26])=[CH:6][CH:7]=1, predict the reactants needed to synthesize it. The reactants are: [F:1][C:2]1[CH:7]=[CH:6][C:5]([N:8]2[C:12]([C:13]([OH:15])=O)=[CH:11][N:10]=[C:9]2[S:16][CH2:17][C:18]2[C:23]([F:24])=[CH:22][CH:21]=[C:20]([F:25])[C:19]=2[F:26])=[CH:4][CH:3]=1.[CH3:27][N:28](C=O)[CH3:29].[CH2:32](N(CC)CC)C.CN(C(ON1N=[N:54][C:49]2[CH:50]=[CH:51][CH:52]=[CH:53]C1=2)=[N+](C)C)C.[B-](F)(F)(F)F. (8) Given the product [N+:1]([C:4]1[CH:5]=[CH:6][C:7]([C:10]2[O:11][CH:23]=[N:22][CH:24]=2)=[N:8][CH:9]=1)([O-:3])=[O:2], predict the reactants needed to synthesize it. The reactants are: [N+:1]([C:4]1[CH:5]=[CH:6][C:7]([CH:10]=[O:11])=[N:8][CH:9]=1)([O-:3])=[O:2].S([N+:22]#[C-:23])(C1C=CC(C)=CC=1)(=O)=O.[C:24]([O-])([O-])=O.[K+].[K+].